This data is from Reaction yield outcomes from USPTO patents with 853,638 reactions. The task is: Predict the reaction yield, written as a fraction of the theoretical maximum amount of product (1.0 means a 100% yield; for example, 0.34 means a 34% yield). (1) The reactants are N[C:2]1[CH:12]=[CH:11][C:10]2[CH:9]3[CH2:13][CH2:14][CH:5]([CH2:6][N:7]([C:15](=[O:20])[C:16]([F:19])([F:18])[F:17])[CH2:8]3)[C:4]=2[CH:3]=1.C1C=CN=CC=1.[FH:27].N([O-])=O.[Na+].C([O-])(O)=O.[Na+]. The catalyst is C(Cl)(Cl)Cl.O. The product is [F:27][C:2]1[CH:12]=[CH:11][C:10]2[CH:9]3[CH2:13][CH2:14][CH:5]([CH2:6][N:7]([C:15](=[O:20])[C:16]([F:19])([F:18])[F:17])[CH2:8]3)[C:4]=2[CH:3]=1. The yield is 0.480. (2) The reactants are [N:1]([C:4]1[C:13]2[C:8](=[CH:9][CH:10]=[CH:11][CH:12]=2)[CH:7]=[CH:6][CH:5]=1)=[C:2]=[O:3].[N:14]12[CH2:22][CH2:21][CH:18]([CH2:19][CH2:20]1)[NH:17][CH2:16][CH2:15]2. The yield is 0.480. The product is [C:4]1([NH:1][C:2]([N:17]2[CH:18]3[CH2:21][CH2:22][N:14]([CH2:20][CH2:19]3)[CH2:15][CH2:16]2)=[O:3])[C:13]2[C:8](=[CH:9][CH:10]=[CH:11][CH:12]=2)[CH:7]=[CH:6][CH:5]=1. No catalyst specified. (3) The reactants are [O:1]1[C:5]2[CH:6]=[CH:7][C:8]([OH:10])=[CH:9][C:4]=2[O:3][CH2:2]1.C([Mg]Cl)(C)C.[CH2:16]1[N:27]2[C:28]3[C:20](=[CH:21][C:22](=[O:30])[C:23](=O)[C:24]=3[CH:25]=[CH:26]2)[S:19][CH2:18][CH2:17]1.FC(F)(F)C(O)=O.C([SiH](CC)CC)C. The catalyst is O1CCCC1.ClCCl.C(OCC)(=O)C. The product is [OH:10][C:8]1[C:7]([CH:23]2[C:22](=[O:30])[CH:21]=[C:20]3[S:19][CH2:18][CH2:17][CH2:16][N:27]4[C:28]3=[C:24]2[CH:25]=[CH:26]4)=[CH:6][C:5]2[O:1][CH2:2][O:3][C:4]=2[CH:9]=1. The yield is 0.480.